From a dataset of Reaction yield outcomes from USPTO patents with 853,638 reactions. Predict the reaction yield, written as a fraction of the theoretical maximum amount of product (1.0 means a 100% yield; for example, 0.34 means a 34% yield). (1) The reactants are [C:1]([C:5]1[CH:6]=[C:7]([S:16][CH:17]2[CH2:22][CH2:21][N:20]([S:23]([C:26]3[N:30]([CH3:31])[C:29]([C:32]([OH:34])=[O:33])=[CH:28][CH:27]=3)(=[O:25])=[O:24])[CH2:19][CH2:18]2)[CH:8]=[C:9]([C:12]([CH3:15])([CH3:14])[CH3:13])[C:10]=1[OH:11])([CH3:4])([CH3:3])[CH3:2].[NH2:35][C@H:36]([C:44]([OH:46])=[O:45])[CH2:37][CH2:38][CH2:39][NH:40][C:41](=[NH:43])[NH2:42]. The catalyst is CCO.O. The product is [NH2:35][C@H:36]([C:44]([OH:46])=[O:45])[CH2:37][CH2:38][CH2:39][NH:40][C:41](=[NH:42])[NH2:43].[C:1]([C:5]1[CH:6]=[C:7]([S:16][CH:17]2[CH2:22][CH2:21][N:20]([S:23]([C:26]3[N:30]([CH3:31])[C:29]([C:32]([OH:34])=[O:33])=[CH:28][CH:27]=3)(=[O:25])=[O:24])[CH2:19][CH2:18]2)[CH:8]=[C:9]([C:12]([CH3:15])([CH3:14])[CH3:13])[C:10]=1[OH:11])([CH3:2])([CH3:3])[CH3:4]. The yield is 0.600. (2) The reactants are [Cl:1][C:2]1[CH:27]=[CH:26][CH:25]=[CH:24][C:3]=1[C:4]([NH:6][C:7](=[O:23])[NH:8][C:9]1[S:10][C:11]2[CH:17]=[C:16]([S:18]([CH:21]=[CH2:22])(=[O:20])=[O:19])[CH:15]=[CH:14][C:12]=2[N:13]=1)=[O:5].[CH3:28][NH:29][CH3:30]. The catalyst is C1COCC1. The product is [Cl:1][C:2]1[CH:27]=[CH:26][CH:25]=[CH:24][C:3]=1[C:4]([NH:6][C:7](=[O:23])[NH:8][C:9]1[S:10][C:11]2[CH:17]=[C:16]([S:18]([CH2:21][CH2:22][N:29]([CH3:30])[CH3:28])(=[O:20])=[O:19])[CH:15]=[CH:14][C:12]=2[N:13]=1)=[O:5]. The yield is 0.720. (3) The reactants are FC(F)(F)S(O[C:7]1[C:15]2[C:10](=[CH:11][N:12]=[CH:13][CH:14]=2)[O:9][C:8]=1[C:16]1[N:21]=[CH:20][CH:19]=[CH:18][N:17]=1)(=O)=O.[NH2:24][C:25]1[CH:33]=[CH:32][CH:31]=[C:30]2[C:26]=1[C:27]([CH2:41][CH2:42][CH2:43][O:44][Si:45]([C:48]([CH3:51])([CH3:50])[CH3:49])([CH3:47])[CH3:46])=[N:28][N:29]2[C:34]([O:36][C:37]([CH3:40])([CH3:39])[CH3:38])=[O:35].CC1(C)C2C(=C(P(C3C=CC=CC=3)C3C=CC=CC=3)C=CC=2)OC2C(P(C3C=CC=CC=3)C3C=CC=CC=3)=CC=CC1=2.[O-]P([O-])([O-])=O.[K+].[K+].[K+]. The catalyst is C1(C)C=CC=CC=1.C1C=CC(/C=C/C(/C=C/C2C=CC=CC=2)=O)=CC=1.C1C=CC(/C=C/C(/C=C/C2C=CC=CC=2)=O)=CC=1.C1C=CC(/C=C/C(/C=C/C2C=CC=CC=2)=O)=CC=1.[Pd].[Pd]. The product is [Si:45]([O:44][CH2:43][CH2:42][CH2:41][C:27]1[C:26]2[C:30](=[CH:31][CH:32]=[CH:33][C:25]=2[NH:24][C:7]2[C:15]3[C:10](=[CH:11][N:12]=[CH:13][CH:14]=3)[O:9][C:8]=2[C:16]2[N:21]=[CH:20][CH:19]=[CH:18][N:17]=2)[N:29]([C:34]([O:36][C:37]([CH3:40])([CH3:39])[CH3:38])=[O:35])[N:28]=1)([C:48]([CH3:51])([CH3:49])[CH3:50])([CH3:47])[CH3:46]. The yield is 0.430. (4) The reactants are [F:1][C:2]1[CH:3]=[C:4]([N:8]2[C:12]3=[N:13][CH:14]=[CH:15][CH:16]=[C:11]3[CH:10]=[C:9]2[CH:17]([NH:19][C:20](=[O:26])[O:21][C:22]([CH3:25])([CH3:24])[CH3:23])[CH3:18])[CH:5]=[CH:6][CH:7]=1.[B-](F)(F)(F)[F:28].[B-](F)(F)(F)F.C1[N+]2(CCl)CC[N+](F)(CC2)C1.C(#N)C.O. No catalyst specified. The product is [F:28][C:10]1[C:11]2[C:12](=[N:13][CH:14]=[CH:15][CH:16]=2)[N:8]([C:4]2[CH:5]=[CH:6][CH:7]=[C:2]([F:1])[CH:3]=2)[C:9]=1[CH:17]([NH:19][C:20](=[O:26])[O:21][C:22]([CH3:25])([CH3:24])[CH3:23])[CH3:18]. The yield is 0.150. (5) The reactants are COC1C=[C:5]([CH:29]=[CH:30]C=1)[CH2:6][N:7]([CH2:18][C:19]1C=CC(C(OC)=O)=CC=1)S(C1C=CC(Cl)=CC=1)(=O)=O.[Cl:32][C:33]1[CH:38]=[CH:37][C:36]([S:39]([NH:42][CH2:43][C:44]2[CH:53]=[CH:52][C:47]([C:48]([O:50][CH3:51])=[O:49])=[C:46]([F:54])[CH:45]=2)(=[O:41])=[O:40])=[CH:35][CH:34]=1.N1C=CC=CC=1CN. No catalyst specified. The product is [Cl:32][C:33]1[CH:34]=[CH:35][C:36]([S:39]([N:42]([CH2:43][C:44]2[CH:53]=[CH:52][C:47]([C:48]([O:50][CH3:51])=[O:49])=[C:46]([F:54])[CH:45]=2)[CH2:19][C:18]2[CH:30]=[CH:29][CH:5]=[CH:6][N:7]=2)(=[O:41])=[O:40])=[CH:37][CH:38]=1. The yield is 0.730. (6) The reactants are [CH2:1]([O:3][P:4]([CH2:9][CH2:10][CH2:11][CH:12]=[CH2:13])(=[O:8])[O:5][CH2:6][CH3:7])[CH3:2].C([Li])(CC)C.C1CCCCC1.I[CH2:26][CH2:27][CH2:28][CH2:29][CH2:30][CH2:31][CH2:32][CH2:33][CH2:34][CH3:35]. The catalyst is O1CCCC1. The product is [CH2:6]([O:5][P:4]([CH:9]([CH2:26][CH2:27][CH2:28][CH2:29][CH2:30][CH2:31][CH2:32][CH2:33][CH2:34][CH3:35])[CH2:10][CH2:11][CH:12]=[CH2:13])(=[O:8])[O:3][CH2:1][CH3:2])[CH3:7]. The yield is 0.730. (7) The reactants are [Cl:1][C:2]1[CH:7]=[C:6]([Cl:8])[CH:5]=[CH:4][C:3]=1[N:9]1[C:13]2[C:14]3[S:21][CH:20]=[CH:19][C:15]=3[CH2:16][CH2:17][CH2:18][C:12]=2[C:11]([C:22]([O:24]CC)=[O:23])=[N:10]1.[OH-].[Li+].O.Cl. The catalyst is C1COCC1.O. The product is [Cl:1][C:2]1[CH:7]=[C:6]([Cl:8])[CH:5]=[CH:4][C:3]=1[N:9]1[C:13]2[C:14]3[S:21][CH:20]=[CH:19][C:15]=3[CH2:16][CH2:17][CH2:18][C:12]=2[C:11]([C:22]([OH:24])=[O:23])=[N:10]1. The yield is 0.720. (8) The reactants are C([O:3][C:4]([C@H:6]1[C@@H:11]([NH:12][CH2:13][C:14]2[CH:19]=[CH:18][C:17]([F:20])=[CH:16][CH:15]=2)[C@H:10]2[CH2:21][C@@H:7]1[CH2:8][CH2:9]2)=O)C.[Na].[Br:23][C:24]1[CH:39]=[N:38][C:27]2[NH:28][C:29]([CH2:34][C:35]([O-])=[O:36])=[N:30][S:31](=[O:33])(=[O:32])[C:26]=2[CH:25]=1.F[P-](F)(F)(F)(F)F.N1(OC(N(C)C)=[N+](C)C)C2N=CC=CC=2N=N1.C(N(CC)CC)C. The catalyst is CN(C)C=O. The product is [Br:23][C:24]1[CH:39]=[N:38][C:27]2[NH:28][C:29]([C:34]3[C:35](=[O:36])[N:12]([CH2:13][C:14]4[CH:15]=[CH:16][C:17]([F:20])=[CH:18][CH:19]=4)[C@@H:11]4[C@H:6]([C:4]=3[OH:3])[C@@H:7]3[CH2:21][C@H:10]4[CH2:9][CH2:8]3)=[N:30][S:31](=[O:33])(=[O:32])[C:26]=2[CH:25]=1. The yield is 0.600.